From a dataset of Reaction yield outcomes from USPTO patents with 853,638 reactions. Predict the reaction yield, written as a fraction of the theoretical maximum amount of product (1.0 means a 100% yield; for example, 0.34 means a 34% yield). (1) The reactants are [CH3:1][O:2][C:3]1[CH:15]=[C:14]([CH3:16])[C:13]([O:17][CH3:18])=[CH:12][C:4]=1[C:5]([NH:7][NH:8][C:9]([NH2:11])=[NH:10])=O. The catalyst is C1(OC2C=CC=CC=2)C=CC=CC=1. The product is [CH3:1][O:2][C:3]1[CH:15]=[C:14]([CH3:16])[C:13]([O:17][CH3:18])=[CH:12][C:4]=1[C:5]1[N:10]=[C:9]([NH2:11])[NH:8][N:7]=1. The yield is 0.800. (2) The reactants are [Cl:1][C:2]1[C:3]([O:12][C:13]2[CH:18]=[C:17]([O:19][CH2:20][CH2:21][CH2:22][O:23][CH2:24][CH2:25][O:26][CH3:27])[CH:16]=[CH:15][C:14]=2/[CH:28]=[CH:29]/[C:30]([NH:32][S:33]([CH2:36][CH2:37][CH2:38][CH2:39][CH3:40])(=[O:35])=[O:34])=[O:31])=[N:4][CH:5]=[C:6]([C:8]([F:11])([F:10])[F:9])[CH:7]=1. The catalyst is O1CCCC1.CO. The product is [Cl:1][C:2]1[C:3]([O:12][C:13]2[CH:18]=[C:17]([O:19][CH2:20][CH2:21][CH2:22][O:23][CH2:24][CH2:25][O:26][CH3:27])[CH:16]=[CH:15][C:14]=2[CH2:28][CH2:29][C:30]([NH:32][S:33]([CH2:36][CH2:37][CH2:38][CH2:39][CH3:40])(=[O:35])=[O:34])=[O:31])=[N:4][CH:5]=[C:6]([C:8]([F:10])([F:9])[F:11])[CH:7]=1. The yield is 0.0100. (3) The reactants are I[C:2]1[CH:3]=[CH:4][C:5]2[N:6]([CH:8]=[C:9]([NH:11][C:12]([CH:14]3[CH2:16][CH2:15]3)=[O:13])[N:10]=2)[N:7]=1.[CH3:17][C:18]1[NH:19][C:20]2[C:25]([CH:26]=1)=[CH:24][C:23]([OH:27])=[CH:22][CH:21]=2.C(=O)([O-])[O-].[K+].[K+]. The catalyst is CN(C)C=O. The product is [CH3:17][C:18]1[NH:19][C:20]2[C:25]([CH:26]=1)=[CH:24][C:23]([O:27][C:2]1[CH:3]=[CH:4][C:5]3[N:6]([CH:8]=[C:9]([NH:11][C:12]([CH:14]4[CH2:16][CH2:15]4)=[O:13])[N:10]=3)[N:7]=1)=[CH:22][CH:21]=2. The yield is 0.190. (4) The reactants are [CH:1]1([C:7]2[NH:11][C:10](=[O:12])[C:9]3([CH2:17][CH2:16][N:15]([S:18]([CH2:21][CH2:22][C:23]4[CH:28]=[CH:27][CH:26]=[C:25]([N+:29]([O-])=O)[CH:24]=4)(=[O:20])=[O:19])[CH2:14][CH2:13]3)[N:8]=2)[CH2:6][CH2:5][CH2:4][CH2:3][CH2:2]1. The catalyst is C(O)C.[Pd]. The product is [NH2:29][C:25]1[CH:24]=[C:23]([CH2:22][CH2:21][S:18]([N:15]2[CH2:14][CH2:13][C:9]3([N:8]=[C:7]([CH:1]4[CH2:6][CH2:5][CH2:4][CH2:3][CH2:2]4)[NH:11][C:10]3=[O:12])[CH2:17][CH2:16]2)(=[O:20])=[O:19])[CH:28]=[CH:27][CH:26]=1. The yield is 0.980. (5) The reactants are Cl[C:2]1[N:7]=[C:6]([NH:8][CH2:9][CH2:10][CH3:11])[N:5]=[C:4]([NH:12][CH2:13][CH2:14][CH3:15])[N:3]=1.Cl.[CH:17]([NH:20][OH:21])([CH3:19])[CH3:18]. No catalyst specified. The product is [CH2:13]([NH:12][C:4]1[N:5]=[C:6]([NH:8][CH2:9][CH2:10][CH3:11])[N:7]=[C:2]([N:20]([CH:17]([CH3:19])[CH3:18])[OH:21])[N:3]=1)[CH2:14][CH3:15]. The yield is 0.610. (6) The reactants are [O:1]=[C:2]1[NH:10]/[C:9](=[N:11]\[NH:12][C:13](=O)[CH2:14][CH2:15][CH2:16][C:17]2[O:21][N:20]=[C:19]([C:22]3[CH:27]=[CH:26][CH:25]=[CH:24][CH:23]=3)[N:18]=2)/[N:8]([CH2:29][CH2:30][CH2:31][CH2:32][CH3:33])[C:7]2[N:6]=[CH:5][NH:4][C:3]1=2. The catalyst is C1(C)C=CC=CC=1. The product is [CH2:29]([N:8]1[C:7]2[N:6]=[CH:5][NH:4][C:3]=2[C:2](=[O:1])[N:10]2[C:13]([CH2:14][CH2:15][CH2:16][C:17]3[O:21][N:20]=[C:19]([C:22]4[CH:27]=[CH:26][CH:25]=[CH:24][CH:23]=4)[N:18]=3)=[N:12][N:11]=[C:9]12)[CH2:30][CH2:31][CH2:32][CH3:33]. The yield is 0.740. (7) The reactants are [NH2:1][C:2]1[N:3]=[C:4]([O:30][CH2:31][CH:32]2[CH2:34][CH2:33]2)[C:5]2[S:10][C:9](=[O:11])[N:8]([C@@H:12]3[O:24][C@H:23]([CH2:25][O:26]C(=O)C)[C@@H:18]([O:19]C(=O)C)[C@H:13]3[O:14]C(=O)C)[C:6]=2[N:7]=1.C([O-])([O-])=O.[K+].[K+]. The catalyst is CO. The product is [NH2:1][C:2]1[N:3]=[C:4]([O:30][CH2:31][CH:32]2[CH2:34][CH2:33]2)[C:5]2[S:10][C:9](=[O:11])[N:8]([C@@H:12]3[O:24][C@H:23]([CH2:25][OH:26])[C@@H:18]([OH:19])[C@H:13]3[OH:14])[C:6]=2[N:7]=1. The yield is 0.290. (8) The reactants are [Br:1][C:2]1[CH:7]=[CH:6][C:5]([S:8]([NH:11][C:12]2[CH:17]=[CH:16][CH:15]=[C:14]([O:18][CH3:19])[CH:13]=2)(=[O:10])=[O:9])=[CH:4][CH:3]=1.[C:20]([O-])([O-])=O.[K+].[K+].CI. The catalyst is CN(C=O)C.O. The product is [Br:1][C:2]1[CH:7]=[CH:6][C:5]([S:8]([N:11]([C:12]2[CH:17]=[CH:16][CH:15]=[C:14]([O:18][CH3:19])[CH:13]=2)[CH3:20])(=[O:9])=[O:10])=[CH:4][CH:3]=1. The yield is 0.960. (9) The reactants are [Br:1][C:2]1[CH:7]=[CH:6][C:5]([CH2:8][C:9]([OH:11])=[O:10])=[C:4]([F:12])[CH:3]=1.OS(O)(=O)=O.[CH3:18]O. No catalyst specified. The product is [Br:1][C:2]1[CH:7]=[CH:6][C:5]([CH2:8][C:9]([O:11][CH3:18])=[O:10])=[C:4]([F:12])[CH:3]=1. The yield is 0.940.